From a dataset of Full USPTO retrosynthesis dataset with 1.9M reactions from patents (1976-2016). Predict the reactants needed to synthesize the given product. (1) Given the product [CH2:17]([O:20][C:21]1([CH3:50])[CH2:22][CH2:23][N:24]([C:27]2[N:32]3[N:33]=[C:34]([CH2:36][O:10][CH:8]([C:5]4[CH:6]=[CH:7][C:2]([CH3:1])=[CH:3][C:4]=4[O:11][C@H:12]([CH2:14][CH:15]=[CH2:16])[CH3:13])[CH3:9])[CH:35]=[C:31]3[N:30]=[C:29]([CH3:38])[C:28]=2[C@H:39]([O:45][C:46]([CH3:49])([CH3:48])[CH3:47])[C:40]([O:42][CH2:43][CH3:44])=[O:41])[CH2:25][CH2:26]1)[CH:18]=[CH2:19], predict the reactants needed to synthesize it. The reactants are: [CH3:1][C:2]1[CH:7]=[CH:6][C:5]([CH:8]([OH:10])[CH3:9])=[C:4]([O:11][C@H:12]([CH2:14][CH:15]=[CH2:16])[CH3:13])[CH:3]=1.[CH2:17]([O:20][C:21]1([CH3:50])[CH2:26][CH2:25][N:24]([C:27]2[N:32]3[N:33]=[C:34]([CH2:36]I)[CH:35]=[C:31]3[N:30]=[C:29]([CH3:38])[C:28]=2[C@H:39]([O:45][C:46]([CH3:49])([CH3:48])[CH3:47])[C:40]([O:42][CH2:43][CH3:44])=[O:41])[CH2:23][CH2:22]1)[CH:18]=[CH2:19].[H-].[Na+]. (2) Given the product [C:1]([O:4][CH2:5][C@@H:6]1[C@@H:11]([O:12][C:13](=[O:15])[CH3:14])[C@H:10]([OH:16])[C@H:9]([OH:17])[C@@H:8]([C:18]2[CH:19]=[CH:20][C:21]([O:24][S:27]([C:26]([F:45])([F:44])[F:25])(=[O:29])=[O:28])=[CH:22][CH:23]=2)[O:7]1)(=[O:3])[CH3:2], predict the reactants needed to synthesize it. The reactants are: [C:1]([O:4][CH2:5][C@@H:6]1[C@@H:11]([O:12][C:13](=[O:15])[CH3:14])[C@H:10]([OH:16])[C@H:9]([OH:17])[C@@H:8]([C:18]2[CH:23]=[CH:22][C:21]([OH:24])=[CH:20][CH:19]=2)[O:7]1)(=[O:3])[CH3:2].[F:25][C:26]([F:45])([F:44])[S:27](N(C1C=CC=CC=1)[S:27]([C:26]([F:45])([F:44])[F:25])(=[O:29])=[O:28])(=[O:29])=[O:28].CCN(CC)CC. (3) Given the product [Cl:1][C:2]1[C:7]([C:8]2[CH:9]=[CH:10][C:11]([C:14]([F:17])([F:16])[F:15])=[CH:12][CH:13]=2)=[CH:6][C:5]([C:18]2([C:23]([OH:25])=[O:24])[CH2:19][CH2:20][CH2:21][CH2:22]2)=[CH:4][C:3]=1[O:28][CH2:29][CH:30]1[CH2:32][CH2:31]1, predict the reactants needed to synthesize it. The reactants are: [Cl:1][C:2]1[C:7]([C:8]2[CH:13]=[CH:12][C:11]([C:14]([F:17])([F:16])[F:15])=[CH:10][CH:9]=2)=[CH:6][C:5]([C:18]2([C:23]([O:25]CC)=[O:24])[CH2:22][CH2:21][CH2:20][CH2:19]2)=[CH:4][C:3]=1[O:28][CH2:29][CH:30]1[CH2:32][CH2:31]1.[Li+].[OH-]. (4) The reactants are: [N+](=[C:3](P(=O)(OCC)OCC)C(=O)C)=[N-].[CH2:15]([C:17]1[N:18]([CH2:30][CH2:31][CH2:32][CH:33]=O)[C:19]2[C:28]3[CH:27]=[CH:26][CH:25]=[CH:24][C:23]=3[N:22]=[CH:21][C:20]=2[N:29]=1)[CH3:16].C(=O)([O-])[O-].[K+].[K+]. Given the product [CH2:15]([C:17]1[N:18]([CH2:30][CH2:31][CH2:32][C:33]#[CH:3])[C:19]2[C:28]3[CH:27]=[CH:26][CH:25]=[CH:24][C:23]=3[N:22]=[CH:21][C:20]=2[N:29]=1)[CH3:16], predict the reactants needed to synthesize it. (5) Given the product [CH2:62]([O:61][C:59]([C:58]1[CH:69]=[CH:70][C:55]([N:46]2[C:47]([CH3:48])=[C:43]([Cl:42])[C:44]([C:49]([O:51][CH2:52][CH3:53])=[O:50])=[N:45]2)=[C:56]([C:71]([N:73]2[CH2:82][CH2:81][C:80]3[C:75](=[CH:76][CH:77]=[CH:78][CH:79]=3)[CH2:74]2)=[O:72])[CH:57]=1)=[O:60])[C:63]1[CH:64]=[CH:65][CH:66]=[CH:67][CH:68]=1, predict the reactants needed to synthesize it. The reactants are: ClC1C(C(=O)N(CCCC)CCCC)=NN(C2C=CC(C(OCC)=O)=CC=2C(N2CCC3C(=CC=CC=3)C2)=O)C=1C.[Cl:42][C:43]1[C:44]([C:49]([O:51][CH2:52][CH3:53])=[O:50])=[N:45][NH:46][C:47]=1[CH3:48].F[C:55]1[CH:70]=[CH:69][C:58]([C:59]([O:61][CH2:62][C:63]2[CH:68]=[CH:67][CH:66]=[CH:65][CH:64]=2)=[O:60])=[CH:57][C:56]=1[C:71]([N:73]1[CH2:82][CH2:81][C:80]2[C:75](=[CH:76][CH:77]=[CH:78][CH:79]=2)[CH2:74]1)=[O:72]. (6) Given the product [C:20]([O:19][CH2:18][CH2:17][C:14]1[CH:15]=[CH:16][C:11]([N:10]2[C:3]3=[N:4][C:5]([CH3:9])=[CH:6][C:7]([CH3:8])=[C:2]3[N:1]=[C:27]2[CH2:26][CH3:31])=[CH:12][CH:13]=1)(=[O:23])[CH2:21][CH3:22], predict the reactants needed to synthesize it. The reactants are: [NH2:1][C:2]1[C:3]([NH:10][C:11]2[CH:16]=[CH:15][C:14]([CH2:17][CH2:18][OH:19])=[CH:13][CH:12]=2)=[N:4][C:5]([CH3:9])=[CH:6][C:7]=1[CH3:8].[C:20](Cl)(=[O:23])[CH2:21][CH3:22].O.[C:26]1(C)[CH:31]=CC=C[CH:27]=1.